This data is from Forward reaction prediction with 1.9M reactions from USPTO patents (1976-2016). The task is: Predict the product of the given reaction. (1) Given the reactants [C:1]([C:5]1[CH:6]=[C:7]2[C:11](=[CH:12][CH:13]=1)[C@H:10]([NH:14][C:15]([NH:17][C:18]1[CH:26]=[CH:25][CH:24]=[C:23]3[C:19]=1[CH:20]=[N:21][N:22]3[C:27]([O:29][CH2:30][CH2:31][CH2:32][O:33][P:34]([O:41]C(C)(C)C)([O:36]C(C)(C)C)=[O:35])=[O:28])=[O:16])[CH2:9][CH2:8]2)([CH3:4])([CH3:3])[CH3:2].C(#N)C.FC(F)(F)C(O)=O.N, predict the reaction product. The product is: [C:1]([C:5]1[CH:6]=[C:7]2[C:11](=[CH:12][CH:13]=1)[C@H:10]([NH:14][C:15]([NH:17][C:18]1[CH:26]=[CH:25][CH:24]=[C:23]3[C:19]=1[CH:20]=[N:21][N:22]3[C:27]([O:29][CH2:30][CH2:31][CH2:32][O:33][P:34]([OH:36])([OH:41])=[O:35])=[O:28])=[O:16])[CH2:9][CH2:8]2)([CH3:4])([CH3:2])[CH3:3]. (2) Given the reactants [Cl:1][C:2]1[N:10]=[CH:9][CH:8]=[CH:7][C:3]=1[C:4](Cl)=[O:5].[O:11]([C:18]1[CH:24]=[CH:23][C:21]([NH2:22])=[CH:20][CH:19]=1)[C:12]1[CH:17]=[CH:16][CH:15]=[CH:14][CH:13]=1.CCN(C(C)C)C(C)C.CCOC(C)=O, predict the reaction product. The product is: [Cl:1][C:2]1[C:3]([C:4]([NH:22][C:21]2[CH:20]=[CH:19][C:18]([O:11][C:12]3[CH:17]=[CH:16][CH:15]=[CH:14][CH:13]=3)=[CH:24][CH:23]=2)=[O:5])=[CH:7][CH:8]=[CH:9][N:10]=1. (3) Given the reactants [F:1][C:2]1[CH:7]=[C:6]([S:8]([CH3:11])(=[O:10])=[O:9])[CH:5]=[CH:4][C:3]=1[NH:12][C:13]1[C:14]2[O:21][CH:20]=[C:19]([CH:22]3[CH2:27][CH2:26][N:25](C(OC(C)(C)C)=O)[CH2:24][CH2:23]3)[C:15]=2[N:16]=[CH:17][N:18]=1.[ClH:35].C(OCC)(=O)C, predict the reaction product. The product is: [ClH:35].[F:1][C:2]1[CH:7]=[C:6]([S:8]([CH3:11])(=[O:9])=[O:10])[CH:5]=[CH:4][C:3]=1[NH:12][C:13]1[C:14]2[O:21][CH:20]=[C:19]([CH:22]3[CH2:27][CH2:26][NH:25][CH2:24][CH2:23]3)[C:15]=2[N:16]=[CH:17][N:18]=1. (4) Given the reactants [CH2:1]([N:8]1[C:16]2[C:11](=[CH:12][CH:13]=[CH:14][CH:15]=2)[C:10]([CH:17]=O)=[CH:9]1)[C:2]1[CH:7]=[CH:6][CH:5]=[CH:4][CH:3]=1.Cl.[NH2:20][OH:21], predict the reaction product. The product is: [CH2:1]([N:8]1[C:16]2[C:11](=[CH:12][CH:13]=[CH:14][CH:15]=2)[C:10]([CH:17]=[N:20][OH:21])=[CH:9]1)[C:2]1[CH:7]=[CH:6][CH:5]=[CH:4][CH:3]=1. (5) Given the reactants [CH2:1]1[CH:8]2[NH:9][CH:3]([CH2:4][C:5]([CH2:7]2)=[O:6])[CH2:2]1.C(N(CC)CC)C.[CH3:17][C:18]([O:21][C:22](O[C:22]([O:21][C:18]([CH3:20])([CH3:19])[CH3:17])=[O:23])=[O:23])([CH3:20])[CH3:19], predict the reaction product. The product is: [C:18]([O:21][C:22]([N:9]1[CH:8]2[CH2:1][CH2:2][CH:3]1[CH2:4][C:5](=[O:6])[CH2:7]2)=[O:23])([CH3:20])([CH3:19])[CH3:17]. (6) Given the reactants [CH3:1][C:2]1[O:3][C:4]([CH3:13])=[CH:5][C:6](=[C:8]([C:11]#[N:12])[C:9]#[N:10])[CH:7]=1.C(OC([N:21]([CH2:32][C:33]1[CH:38]=[CH:37][C:36]([NH:39]C(=O)OC(C)(C)C)=[CH:35][CH:34]=1)[C:22]1[CH:27]=[CH:26][C:25]([CH:28]=O)=[CH:24][C:23]=1[O:30][CH3:31])=O)(C)(C)C.N1CCCCC1, predict the reaction product. The product is: [NH2:39][C:36]1[CH:37]=[CH:38][C:33]([CH2:32][NH:21][C:22]2[CH:27]=[CH:26][C:25](/[CH:28]=[CH:13]/[C:4]3[O:3][C:2]([CH3:1])=[CH:7][C:6](=[C:8]([C:11]#[N:12])[C:9]#[N:10])[CH:5]=3)=[CH:24][C:23]=2[O:30][CH3:31])=[CH:34][CH:35]=1. (7) Given the reactants [C:1]([N:8]1[CH2:12][C@@H:11]([NH2:13])[CH2:10][C@H:9]1[C:14]([N:16]1[CH2:21][CH2:20][N:19]([CH3:22])[CH2:18][CH2:17]1)=[O:15])([O:3][C:4]([CH3:7])([CH3:6])[CH3:5])=[O:2].CC(C)([O-])C.[Na+].C(P(C(C)(C)C)C1C=CC=CC=1C1C=CC=CC=1)(C)(C)C.Br[C:51]1[CH:56]=[CH:55][C:54]([F:57])=[CH:53][C:52]=1[F:58], predict the reaction product. The product is: [C:1]([N:8]1[CH2:12][C@@H:11]([NH:13][C:51]2[CH:56]=[CH:55][C:54]([F:57])=[CH:53][C:52]=2[F:58])[CH2:10][C@H:9]1[C:14]([N:16]1[CH2:17][CH2:18][N:19]([CH3:22])[CH2:20][CH2:21]1)=[O:15])([O:3][C:4]([CH3:7])([CH3:6])[CH3:5])=[O:2].